Dataset: CYP3A4 inhibition data for predicting drug metabolism from PubChem BioAssay. Task: Regression/Classification. Given a drug SMILES string, predict its absorption, distribution, metabolism, or excretion properties. Task type varies by dataset: regression for continuous measurements (e.g., permeability, clearance, half-life) or binary classification for categorical outcomes (e.g., BBB penetration, CYP inhibition). Dataset: cyp3a4_veith. (1) The drug is CCc1cc(=O)oc2cc(OCC(=O)N3CCCc4ccccc43)ccc12. The result is 0 (non-inhibitor). (2) The compound is CC(C)(C)NS(=O)(=O)c1ccc(NC(=O)C(Sc2ccccc2)c2ccccc2)cc1. The result is 1 (inhibitor).